Dataset: Forward reaction prediction with 1.9M reactions from USPTO patents (1976-2016). Task: Predict the product of the given reaction. (1) The product is: [CH:40]12[CH2:46][CH:43]([CH2:44][CH2:45]1)[CH2:42][CH:41]2[CH2:47][NH:48][C:33](=[O:35])[C:32]1[CH:36]=[CH:37][CH:38]=[N:39][C:31]=1[SH:30]. Given the reactants CN(C(ON1N=NC2C=CC=CC1=2)=[N+](C)C)C.[B-](F)(F)(F)F.CN1CCOCC1.[SH:30][C:31]1[N:39]=[CH:38][CH:37]=[CH:36][C:32]=1[C:33]([OH:35])=O.[CH:40]12[CH2:46][CH:43]([CH2:44][CH2:45]1)[CH2:42][CH:41]2[CH2:47][NH2:48], predict the reaction product. (2) Given the reactants [Cl:1][C:2]1[N:6]2[CH:7]=[C:8]([CH:15]([CH3:18])[CH2:16][CH3:17])[CH:9]=[C:10]([C:11]([F:14])([F:13])[F:12])[C:5]2=[N:4][C:3]=1[C:19](OC)=[O:20].[OH-].[Na+].C(Cl)(=O)C(Cl)=O.C(N(C(C)C)C(C)C)C.Cl.[NH:41]1[CH2:46][CH2:45][CH:44]([N:47]2[CH2:51][CH2:50][O:49][C:48]2=[O:52])[CH2:43][CH2:42]1, predict the reaction product. The product is: [Cl:1][C:2]1[N:6]2[CH:7]=[C:8]([CH:15]([CH3:18])[CH2:16][CH3:17])[CH:9]=[C:10]([C:11]([F:13])([F:14])[F:12])[C:5]2=[N:4][C:3]=1[C:19]([N:41]1[CH2:42][CH2:43][CH:44]([N:47]2[CH2:51][CH2:50][O:49][C:48]2=[O:52])[CH2:45][CH2:46]1)=[O:20]. (3) The product is: [CH2:17]([O:24][C:25]1[CH:34]=[C:33]2[C:28]([C:29](=[O:43])[NH:30][CH:31]=[N:32]2)=[C:27]([O:44][CH:46]2[CH2:51][CH2:50][O:49][CH2:48][CH2:47]2)[CH:26]=1)[C:18]1[CH:19]=[CH:20][CH:21]=[CH:22][CH:23]=1. Given the reactants N(C(OC(C)(C)C)=O)=NC(OC(C)(C)C)=O.[CH2:17]([O:24][C:25]1[CH:34]=[C:33]2[C:28]([C:29](=[O:43])[N:30](COC(=O)C(C)(C)C)[CH:31]=[N:32]2)=[C:27]([OH:44])[CH:26]=1)[C:18]1[CH:23]=[CH:22][CH:21]=[CH:20][CH:19]=1.O[CH:46]1[CH2:51][CH2:50][O:49][CH2:48][CH2:47]1, predict the reaction product. (4) Given the reactants [CH3:1][O:2][C:3]1[CH:17]=[CH:16][C:6]([CH2:7][N:8]2[CH:12]=[C:11]([N+:13]([O-])=O)[CH:10]=[N:9]2)=[CH:5][CH:4]=1, predict the reaction product. The product is: [CH3:1][O:2][C:3]1[CH:4]=[CH:5][C:6]([CH2:7][N:8]2[CH:12]=[C:11]([NH2:13])[CH:10]=[N:9]2)=[CH:16][CH:17]=1. (5) Given the reactants [Br:1][C:2]1[CH:3]=[C:4]([CH:10]=[C:11]([N+:14]([O-:16])=[O:15])[C:12]=1[OH:13])[C:5]([O:7][CH2:8][CH3:9])=[O:6].Br[CH2:18][C:19]([O:21][CH3:22])=[O:20], predict the reaction product. The product is: [Br:1][C:2]1[CH:3]=[C:4]([CH:10]=[C:11]([N+:14]([O-:16])=[O:15])[C:12]=1[O:13][CH2:18][C:19]([O:21][CH3:22])=[O:20])[C:5]([O:7][CH2:8][CH3:9])=[O:6].